Dataset: Full USPTO retrosynthesis dataset with 1.9M reactions from patents (1976-2016). Task: Predict the reactants needed to synthesize the given product. (1) Given the product [CH3:22][O:23][C:24]1[CH:25]=[C:26]2[C:31](=[CH:32][C:33]=1[O:34][CH3:35])[C@H:30]([CH2:36][CH2:37][C:38]1[CH:39]=[C:40]([F:46])[C:41]([F:45])=[C:42]([F:44])[CH:43]=1)[N:29]([C@H:4]([C:5]1[CH:6]=[CH:7][CH:8]=[CH:9][CH:10]=1)[C:1]([NH2:2])=[O:3])[CH2:28][CH2:27]2, predict the reactants needed to synthesize it. The reactants are: [C:1]([CH:4](OS(C1C=CC(C)=CC=1)(=O)=O)[C:5]1[CH:10]=[CH:9][CH:8]=[CH:7][CH:6]=1)(=[O:3])[NH2:2].[CH3:22][O:23][C:24]1[CH:25]=[C:26]2[C:31](=[CH:32][C:33]=1[O:34][CH3:35])[C@H:30]([CH2:36][CH2:37][C:38]1[CH:43]=[C:42]([F:44])[C:41]([F:45])=[C:40]([F:46])[CH:39]=1)[NH:29][CH2:28][CH2:27]2. (2) Given the product [O:1]1[C:5]2[CH:6]=[CH:7][C:8]([NH:10][C:11]3[N:19]=[C:18]([N:25]4[C:24]([CH3:23])=[CH:28][C:27]([CH3:29])=[N:26]4)[N:17]=[C:16]4[C:12]=3[N:13]=[CH:14][N:15]4[CH2:21][CH3:22])=[CH:9][C:4]=2[O:3][CH2:2]1, predict the reactants needed to synthesize it. The reactants are: [O:1]1[C:5]2[CH:6]=[CH:7][C:8]([NH:10][C:11]3[N:19]=[C:18](Cl)[N:17]=[C:16]4[C:12]=3[N:13]=[CH:14][N:15]4[CH2:21][CH3:22])=[CH:9][C:4]=2[O:3][CH2:2]1.[CH3:23][C:24]1[CH:28]=[C:27]([CH3:29])[NH:26][N:25]=1. (3) The reactants are: [CH3:1][C:2]([C@@H:13]1[CH2:18][CH2:17][O:16][C:15]([CH3:20])([CH3:19])[O:14]1)([CH3:12])[CH2:3][O:4]CC1C=CC=CC=1.[H][H]. Given the product [CH3:12][C:2]([C@@H:13]1[CH2:18][CH2:17][O:16][C:15]([CH3:20])([CH3:19])[O:14]1)([CH3:1])[CH2:3][OH:4], predict the reactants needed to synthesize it.